Dataset: Catalyst prediction with 721,799 reactions and 888 catalyst types from USPTO. Task: Predict which catalyst facilitates the given reaction. (1) Reactant: [Cl:1][C:2]1[CH:11]=[C:10]2[C:5]([N:6]=[C:7]([C:15]3[CH2:20][CH2:19][N:18](C(OC(C)(C)C)=O)[CH2:17][CH:16]=3)[C:8]3[N:9]2[CH:12]=[N:13][N:14]=3)=[CH:4][CH:3]=1.C(Cl)Cl.FC(F)(F)C(O)=O.C([SiH](CC)CC)C. Product: [Cl:1][C:2]1[CH:11]=[C:10]2[C:5]([N:6]=[C:7]([CH:15]3[CH2:20][CH2:19][NH:18][CH2:17][CH2:16]3)[C:8]3[N:9]2[CH:12]=[N:13][N:14]=3)=[CH:4][CH:3]=1. The catalyst class is: 100. (2) Reactant: [NH:1]1[C:9]2[C:4](=[CH:5][C:6]([C:10]([OH:12])=O)=[CH:7][CH:8]=2)[CH:3]=[CH:2]1.[F:13][C:14]([F:24])([F:23])[C:15]1[CH:20]=[CH:19][CH:18]=[CH:17][C:16]=1[CH2:21][NH2:22].C(N(CC)CC)C.CN([P+](ON1N=NC2C=CC=CC1=2)(N(C)C)N(C)C)C.F[P-](F)(F)(F)(F)F.C(=O)(O)[O-].[Na+]. Product: [F:13][C:14]([F:23])([F:24])[C:15]1[CH:20]=[CH:19][CH:18]=[CH:17][C:16]=1[CH2:21][NH:22][C:10]([C:6]1[CH:5]=[C:4]2[C:9](=[CH:8][CH:7]=1)[NH:1][CH:2]=[CH:3]2)=[O:12]. The catalyst class is: 18. (3) Reactant: [NH2:1][C:2]1[N:11]=[C:10]([CH3:12])[C:9]2[C:8](=[O:13])[CH2:7][CH:6]([C:14]3[C:15](Cl)=[N:16][CH:17]=[CH:18][CH:19]=3)[CH2:5][C:4]=2[N:3]=1.[H][H]. The catalyst class is: 43. Product: [NH2:1][C:2]1[N:11]=[C:10]([CH3:12])[C:9]2[C:8](=[O:13])[CH2:7][CH:6]([C:14]3[CH:15]=[N:16][CH:17]=[CH:18][CH:19]=3)[CH2:5][C:4]=2[N:3]=1. (4) Reactant: [Br:1][C:2]1[CH:3]=[C:4]([N:8](C)[C:9](=O)OC(C)(C)C)[CH:5]=[CH:6][CH:7]=1.FC(F)(F)C(O)=O.C(=O)([O-])O.[Na+]. Product: [Br:1][C:2]1[CH:3]=[C:4]([CH:5]=[CH:6][CH:7]=1)[NH:8][CH3:9]. The catalyst class is: 4. (5) Reactant: [Cl:1][C:2]1[CH:3]=[C:4]([CH:7]=[CH:8][C:9]=1[O:10][CH3:11])C=O.ClC1C=CC=C(C(OO)=[O:20])C=1. Product: [Cl:1][C:2]1[CH:3]=[C:4]([OH:20])[CH:7]=[CH:8][C:9]=1[O:10][CH3:11]. The catalyst class is: 2. (6) Reactant: FC(F)(F)[C:3]([N:5]([C:7]1[CH:8]=[C:9]([NH:13][C:14](=[O:23])[O:15][CH2:16][C:17]2[CH:22]=[CH:21][CH:20]=[CH:19][CH:18]=2)[CH:10]=[CH:11][CH:12]=1)C)=O.[OH-].[Na+].C1COCC1.CO. Product: [CH3:3][NH:5][C:7]1[CH:8]=[C:9]([NH:13][C:14](=[O:23])[O:15][CH2:16][C:17]2[CH:18]=[CH:19][CH:20]=[CH:21][CH:22]=2)[CH:10]=[CH:11][CH:12]=1. The catalyst class is: 2.